Dataset: Reaction yield outcomes from USPTO patents with 853,638 reactions. Task: Predict the reaction yield, written as a fraction of the theoretical maximum amount of product (1.0 means a 100% yield; for example, 0.34 means a 34% yield). (1) The reactants are Cl[C:2]1[N:3]=[C:4]([NH:17][CH3:18])[C:5]2[CH2:10][CH2:9][CH:8]([C:11]3[CH:16]=[CH:15][CH:14]=[CH:13][CH:12]=3)[C:6]=2[N:7]=1.[Br:19][C:20]1[CH:26]=[CH:25][C:23]([NH2:24])=[CH:22][C:21]=1[O:27][CH3:28].OS(O)(=O)=O.O. The catalyst is CN1C(=O)CCC1. The product is [Br:19][C:20]1[CH:26]=[CH:25][C:23]([NH:24][C:2]2[N:3]=[C:4]([NH:17][CH3:18])[C:5]3[CH2:10][CH2:9][CH:8]([C:11]4[CH:16]=[CH:15][CH:14]=[CH:13][CH:12]=4)[C:6]=3[N:7]=2)=[CH:22][C:21]=1[O:27][CH3:28]. The yield is 0.840. (2) The reactants are [I:1][CH:2]([C:6]1C=CC=[CH:8][CH:7]=1)[C:3](O)=O.[C:12](Cl)(=O)[C:13](Cl)=O.[CH3:18][N:19]([CH:21]=[O:22])C.[CH3:23][O:24][CH2:25]CN. The catalyst is ClCCl. The product is [I:1][C:2]1[CH:3]=[C:12]([CH2:13][C:21]([NH:19][CH2:18][CH2:25][O:24][CH3:23])=[O:22])[CH:8]=[CH:7][CH:6]=1. The yield is 0.890. (3) The reactants are Br[CH2:2][C:3]1[C:8]([O:9][CH3:10])=[CH:7][CH:6]=[CH:5][C:4]=1[Cl:11].[CH3:12][C:13]1[N:18]=[C:17]([SH:19])[N:16]=[C:15]([OH:20])[CH:14]=1.C(=O)([O-])[O-].[K+].[K+].O. The catalyst is CN(C=O)C. The product is [Cl:11][C:4]1[CH:5]=[CH:6][CH:7]=[C:8]([O:9][CH3:10])[C:3]=1[CH2:2][S:19][C:17]1[N:16]=[C:15]([OH:20])[CH:14]=[C:13]([CH3:12])[N:18]=1. The yield is 0.700. (4) The reactants are [CH:1]1([CH:7]([NH:15][C:16]2[CH:24]=[CH:23][C:19]([C:20](O)=[O:21])=[CH:18][CH:17]=2)[C:8]2[CH:12]=[C:11]([CH3:13])[S:10][C:9]=2[CH3:14])[CH2:6][CH2:5][CH2:4][CH2:3][CH2:2]1.Cl.[NH2:26][CH2:27][CH2:28][C:29]([O:31]CC)=[O:30].O.ON1C2C=CC=CC=2N=N1.Cl.C(N=C=NCCCN(C)C)C.Cl.[OH-].[Na+]. The catalyst is CN(C)C=O.C(O)C.O1CCCC1.C(N(CC)CC)C. The product is [CH:1]1([CH:7]([NH:15][C:16]2[CH:17]=[CH:18][C:19]([C:20]([NH:26][CH2:27][CH2:28][C:29]([OH:31])=[O:30])=[O:21])=[CH:23][CH:24]=2)[C:8]2[CH:12]=[C:11]([CH3:13])[S:10][C:9]=2[CH3:14])[CH2:6][CH2:5][CH2:4][CH2:3][CH2:2]1. The yield is 0.830. (5) The reactants are [OH:1][C:2]1[CH:3]=[C:4]([C:14]2[N:15](C(OC(C)(C)C)=O)[C:16]([C:19]3[S:20][CH:21]=[CH:22][N:23]=3)=[CH:17][CH:18]=2)[CH:5]=[C:6]([O:8][C@@H:9]([CH3:13])[CH2:10][O:11][CH3:12])[CH:7]=1.[F:31][C:32]1[CH:33]=[C:34]([S:39]([NH:42][CH3:43])(=[O:41])=[O:40])[CH:35]=[CH:36][C:37]=1F.C(=O)([O-])[O-].[K+].[K+].O. The catalyst is CN(C)C=O. The product is [F:31][C:32]1[CH:33]=[C:34]([S:39]([NH:42][CH3:43])(=[O:40])=[O:41])[CH:35]=[CH:36][C:37]=1[O:1][C:2]1[CH:3]=[C:4]([C:14]2[NH:15][C:16]([C:19]3[S:20][CH:21]=[CH:22][N:23]=3)=[CH:17][CH:18]=2)[CH:5]=[C:6]([O:8][C@@H:9]([CH3:13])[CH2:10][O:11][CH3:12])[CH:7]=1. The yield is 0.300. (6) The reactants are [CH3:1][O:2][C:3]1[CH:11]=[C:10]([N+:12]([O-:14])=[O:13])[CH:9]=[CH:8][C:4]=1[C:5]([OH:7])=[O:6].[C:15](=O)([O-])[O-].[K+].[K+].IC. No catalyst specified. The product is [CH3:1][O:2][C:3]1[CH:11]=[C:10]([N+:12]([O-:14])=[O:13])[CH:9]=[CH:8][C:4]=1[C:5]([O:7][CH3:15])=[O:6]. The yield is 0.770. (7) The reactants are [C:1]([N:8]1[CH:12]=[CH:11]N=C1)([N:3]1[CH:7]=[CH:6]N=C1)=S.[NH2:13][C:14]1[C:22]2[C:21]([C:23]3[CH:28]=CC=[C:25](N)[CH:24]=3)=[N:20][CH:19]=[N:18][C:17]=2[S:16][C:15]=1[C:30]([NH2:32])=[O:31].NC1C=[C:38]([C:40]([F:43])([F:42])[F:41])[CH:37]=[CH:36][C:35]=1[OH:44].C1(N=C=NC2CCCCC2)CCCCC1. The catalyst is CN(C=O)C. The product is [NH2:13][C:14]1[C:22]2[C:21]([C:23]3[CH:24]=[CH:25][CH:11]=[C:12]([NH:8][C:1]4[O:44][C:35]5[CH:36]=[CH:37][C:38]([C:40]([F:43])([F:42])[F:41])=[CH:6][C:7]=5[N:3]=4)[CH:28]=3)=[N:20][CH:19]=[N:18][C:17]=2[S:16][C:15]=1[C:30]([NH2:32])=[O:31]. The yield is 0.480. (8) The reactants are [CH3:1][C:2](=[O:7])[CH2:3][C:4](=[O:6])[CH3:5].[OH:8][C:9]1[CH:10]=[C:11]([CH:14]=[CH:15][C:16]=1[O:17][CH3:18])[CH:12]=O.B([O:30][CH2:31][CH2:32][CH2:33][CH3:34])([O:30][CH2:31][CH2:32][CH2:33][CH3:34])[O:30][CH2:31][CH2:32][CH2:33][CH3:34].[CH2:35](N)[CH2:36][CH2:37]C.Cl.[C:41](OCC)(=[O:43])C. No catalyst specified. The product is [OH:8][C:9]1[CH:10]=[C:11]([CH:12]=[CH:1][C:2](=[O:7])[CH2:3][C:4](=[O:6])[CH:5]=[CH:35][C:36]2[CH:34]=[CH:33][C:32]([O:43][CH3:41])=[C:31]([OH:30])[CH:37]=2)[CH:14]=[CH:15][C:16]=1[O:17][CH3:18]. The yield is 0.710.